From a dataset of Catalyst prediction with 721,799 reactions and 888 catalyst types from USPTO. Predict which catalyst facilitates the given reaction. (1) Reactant: [CH2:1]([O:3][C:4]1[C:5]([O:19][CH2:20][C:21]2[CH:26]=[CH:25][C:24]([O:27][CH3:28])=[CH:23][CH:22]=2)=[N:6][CH:7]=[C:8](B2OC(C)(C)C(C)(C)O2)[CH:9]=1)[CH3:2].[CH2:29]([O:36][CH2:37][CH2:38][O:39][C:40]1[CH:45]=[CH:44][C:43]([NH:46][C:47](=[O:58])[CH2:48][C:49]2[CH:54]=[CH:53][C:52](Br)=[C:51]([F:56])[C:50]=2[F:57])=[CH:42][C:41]=1[C:59]([F:62])([F:61])[F:60])[C:30]1[CH:35]=[CH:34][CH:33]=[CH:32][CH:31]=1.C([O-])([O-])=O.[Cs+].[Cs+]. Product: [CH2:29]([O:36][CH2:37][CH2:38][O:39][C:40]1[CH:45]=[CH:44][C:43]([NH:46][C:47](=[O:58])[CH2:48][C:49]2[CH:54]=[CH:53][C:52]([C:8]3[CH:7]=[N:6][C:5]([O:19][CH2:20][C:21]4[CH:22]=[CH:23][C:24]([O:27][CH3:28])=[CH:25][CH:26]=4)=[C:4]([O:3][CH2:1][CH3:2])[CH:9]=3)=[C:51]([F:56])[C:50]=2[F:57])=[CH:42][C:41]=1[C:59]([F:61])([F:60])[F:62])[C:30]1[CH:35]=[CH:34][CH:33]=[CH:32][CH:31]=1. The catalyst class is: 117. (2) Reactant: [F:1][C:2]1[CH:33]=[CH:32][C:5]([CH2:6][NH:7][C:8]([C:10]2[NH:11][C:12](=[O:31])[C:13]3[C:18]([CH2:19][O:20][CH2:21][C@@H:22]4[CH2:27][O:26][C@@H:25]([C:28](O)=[O:29])[CH2:24][O:23]4)=[CH:17][S:16][C:14]=3[N:15]=2)=[O:9])=[CH:4][C:3]=1[O:34][CH3:35].C(Cl)(=O)C(Cl)=O.C[N:43](C)C=O. Product: [F:1][C:2]1[CH:33]=[CH:32][C:5]([CH2:6][NH:7][C:8]([C:10]2[NH:11][C:12](=[O:31])[C:13]3[C:18]([CH2:19][O:20][CH2:21][C@H:22]4[CH2:27][O:26][C@H:25]([C:28](=[O:29])[NH2:43])[CH2:24][O:23]4)=[CH:17][S:16][C:14]=3[N:15]=2)=[O:9])=[CH:4][C:3]=1[O:34][CH3:35]. The catalyst class is: 7.